Dataset: Catalyst prediction with 721,799 reactions and 888 catalyst types from USPTO. Task: Predict which catalyst facilitates the given reaction. Reactant: [F:1][C:2]([F:7])([F:6])[C:3]([OH:5])=[O:4].[O:8]1[C:12]2[CH:13]=[CH:14][CH:15]=[CH:16][C:11]=2[N:10]=[C:9]1[C:17]1[CH:37]=[CH:36][C:20]([C:21]([N:23]2[CH2:28][CH2:27][N:26](C(OC(C)(C)C)=O)[CH2:25][CH2:24]2)=[O:22])=[CH:19][CH:18]=1. Product: [F:1][C:2]([F:7])([F:6])[C:3]([OH:5])=[O:4].[O:8]1[C:12]2[CH:13]=[CH:14][CH:15]=[CH:16][C:11]=2[N:10]=[C:9]1[C:17]1[CH:37]=[CH:36][C:20]([C:21]([N:23]2[CH2:24][CH2:25][NH:26][CH2:27][CH2:28]2)=[O:22])=[CH:19][CH:18]=1. The catalyst class is: 4.